From a dataset of Full USPTO retrosynthesis dataset with 1.9M reactions from patents (1976-2016). Predict the reactants needed to synthesize the given product. The reactants are: CO[C:3](=[O:35])[C:4]1[CH:9]=[C:8]([Cl:10])[C:7]([N:11]([CH3:13])[CH3:12])=[CH:6][C:5]=1[O:14][CH2:15][CH2:16][CH2:17][N:18]1[CH2:23][CH2:22][C:21]([CH2:25][C:26]2[CH:31]=[CH:30][C:29]([F:32])=[CH:28][CH:27]=2)([OH:24])[C:20]([CH3:34])([CH3:33])[CH2:19]1.CCOC(C1C[N:45](C(OC(C)(C)C)=O)[C:44]2C=C(Cl)C(N(C)C)=CC=2O1)=O.CO[C:64](=[O:95])[C:65]1[CH:70]=[C:69]([Cl:71])[C:68]([NH:72][CH3:73])=[CH:67][C:66]=1[O:74][CH2:75][CH2:76][CH2:77][N:78]1[CH2:83][CH2:82][C:81]([CH2:85][C:86]2[CH:91]=[CH:90][C:89]([F:92])=[CH:88][CH:87]=2)([OH:84])[C:80]([CH3:94])([CH3:93])[CH2:79]1.CN. Given the product [Cl:10][C:8]1[C:7]([N:11]([CH3:13])[CH3:12])=[CH:6][C:5]([O:14][CH2:15][CH2:16][CH2:17][N:18]2[CH2:23][CH2:22][C:21]([CH2:25][C:26]3[CH:31]=[CH:30][C:29]([F:32])=[CH:28][CH:27]=3)([OH:24])[C:20]([CH3:33])([CH3:34])[CH2:19]2)=[C:4]([CH:9]=1)[C:3]([NH:45][CH3:44])=[O:35].[Cl:71][C:69]1[C:68]([NH:72][CH3:73])=[CH:67][C:66]([O:74][CH2:75][CH2:76][CH2:77][N:78]2[CH2:83][CH2:82][C:81]([CH2:85][C:86]3[CH:91]=[CH:90][C:89]([F:92])=[CH:88][CH:87]=3)([OH:84])[C:80]([CH3:93])([CH3:94])[CH2:79]2)=[C:65]([CH:70]=1)[C:64]([NH:11][CH3:7])=[O:95], predict the reactants needed to synthesize it.